Dataset: Full USPTO retrosynthesis dataset with 1.9M reactions from patents (1976-2016). Task: Predict the reactants needed to synthesize the given product. (1) The reactants are: C(OC1C=CN(CC(C2C=CC(C[Br:25])=CC=2C)=O)C(=O)C=1)C1C=CC=CC=1.[F:28][C:29]1[CH:30]=[CH:31][C:32]([CH2:35][O:36][C:37]2[CH:42]=[CH:41][N:40]([CH2:43][C:44]([C:46]3[CH:51]=[CH:50][C:49]([CH2:52]O)=[CH:48][C:47]=3[CH3:54])=[O:45])[C:39](=[O:55])[CH:38]=2)=[N:33][CH:34]=1.C(OC1C=CN(CC(C2C=CC(CO)=CC=2C)=O)C(=O)C=1)C1C=CC=CC=1. Given the product [Br:25][CH2:52][C:49]1[CH:50]=[CH:51][C:46]([C:44](=[O:45])[CH2:43][N:40]2[CH:41]=[CH:42][C:37]([O:36][CH2:35][C:32]3[CH:31]=[CH:30][C:29]([F:28])=[CH:34][N:33]=3)=[CH:38][C:39]2=[O:55])=[C:47]([CH3:54])[CH:48]=1, predict the reactants needed to synthesize it. (2) Given the product [Cl:30][C:21]1[C:22]([O:28][CH3:29])=[CH:23][C:24]([O:26][CH3:27])=[CH:25][C:20]=1[C:10]1[C:9](=[O:31])[N:8]([CH2:7][CH2:6][C:5]2[CH:32]=[CH:33][C:2]([NH:1][S:46]([CH:45]=[CH2:44])(=[O:48])=[O:47])=[CH:3][CH:4]=2)[C:13]2[N:14]=[C:15]([NH:18][CH3:19])[N:16]=[CH:17][C:12]=2[CH:11]=1, predict the reactants needed to synthesize it. The reactants are: [NH2:1][C:2]1[CH:33]=[CH:32][C:5]([CH2:6][CH2:7][N:8]2[C:13]3[N:14]=[C:15]([NH:18][CH3:19])[N:16]=[CH:17][C:12]=3[CH:11]=[C:10]([C:20]3[CH:25]=[C:24]([O:26][CH3:27])[CH:23]=[C:22]([O:28][CH3:29])[C:21]=3[Cl:30])[C:9]2=[O:31])=[CH:4][CH:3]=1.CCN(C(C)C)C(C)C.Cl[CH2:44][CH2:45][S:46](Cl)(=[O:48])=[O:47].